Dataset: Forward reaction prediction with 1.9M reactions from USPTO patents (1976-2016). Task: Predict the product of the given reaction. Given the reactants [CH2:1]([O:3][C:4]([C@@H:6]1[CH2:11][CH2:10][CH2:9][CH2:8][C@H:7]1[N:12]1[CH2:17][CH2:16][N:15]([C:18](=[O:37])[CH:19]([NH:29][C:30]([O:32]C(C)(C)C)=O)[CH2:20][C:21]2[CH:26]=[CH:25][C:24]([Cl:27])=[CH:23][C:22]=2[Cl:28])[CH2:14][CH2:13]1)=[O:5])[CH3:2].Cl[CH2:39][CH2:40][N:41]=C=O.CCN(CC)CC, predict the reaction product. The product is: [CH2:1]([O:3][C:4]([C@@H:6]1[CH2:11][CH2:10][CH2:9][CH2:8][C@H:7]1[N:12]1[CH2:17][CH2:16][N:15]([C:18](=[O:37])[CH:19]([N:29]2[CH2:39][CH2:40][NH:41][C:30]2=[O:32])[CH2:20][C:21]2[CH:26]=[CH:25][C:24]([Cl:27])=[CH:23][C:22]=2[Cl:28])[CH2:14][CH2:13]1)=[O:5])[CH3:2].